Dataset: NCI-60 drug combinations with 297,098 pairs across 59 cell lines. Task: Regression. Given two drug SMILES strings and cell line genomic features, predict the synergy score measuring deviation from expected non-interaction effect. (1) Drug 1: C#CCC(CC1=CN=C2C(=N1)C(=NC(=N2)N)N)C3=CC=C(C=C3)C(=O)NC(CCC(=O)O)C(=O)O. Drug 2: C1CC(=O)NC(=O)C1N2C(=O)C3=CC=CC=C3C2=O. Cell line: SR. Synergy scores: CSS=1.87, Synergy_ZIP=-3.40, Synergy_Bliss=-7.40, Synergy_Loewe=-5.91, Synergy_HSA=-6.17. (2) Drug 1: C1=NC2=C(N=C(N=C2N1C3C(C(C(O3)CO)O)O)F)N. Drug 2: CC12CCC3C(C1CCC2O)C(CC4=C3C=CC(=C4)O)CCCCCCCCCS(=O)CCCC(C(F)(F)F)(F)F. Cell line: SN12C. Synergy scores: CSS=4.33, Synergy_ZIP=-3.73, Synergy_Bliss=-1.18, Synergy_Loewe=-13.6, Synergy_HSA=-4.86.